Regression/Classification. Given a drug SMILES string, predict its absorption, distribution, metabolism, or excretion properties. Task type varies by dataset: regression for continuous measurements (e.g., permeability, clearance, half-life) or binary classification for categorical outcomes (e.g., BBB penetration, CYP inhibition). For this dataset (lipophilicity_astrazeneca), we predict Y. From a dataset of Experimental lipophilicity measurements (octanol/water distribution) for 4,200 compounds from AstraZeneca. (1) The drug is C[C@@H](Oc1cccc2ncnc(Nc3ccc(OCc4ccccn4)c(Cl)c3)c12)C(=O)N(C)CCO. The Y is 3.56 logD. (2) The compound is COCCNC(=O)c1cccc(Cn2[nH]c(=O)c3[nH]c4cc(Cl)ccc4c(=O)c3c2=O)c1. The Y is 1.20 logD. (3) The molecule is O=C(NCC12CC3CC(CC(C3)C1)C2)c1cc(N2CCNCC2)ccc1Cl. The Y is 1.77 logD. (4) The molecule is CN1CCN(CC(=O)N2c3ccccc3C(=O)Nc3cccnc32)CC1. The Y is -0.490 logD. (5) The drug is C[C@@H]1CN(C(=O)OCC(F)(F)F)CCN1c1ncc(OCc2ccncc2C#N)cn1. The Y is 3.00 logD. (6) The compound is C=CC(=O)Nc1ccc(C)cc1. The Y is 2.25 logD.